The task is: Predict the product of the given reaction.. This data is from Forward reaction prediction with 1.9M reactions from USPTO patents (1976-2016). (1) Given the reactants C(O)(=O)C.C(O)C.[N:8]1[CH:13]=[CH:12][CH:11]=[CH:10][C:9]=1[CH2:14][NH:15][C:16](=[O:43])[C:17]1[CH:22]=[CH:21][C:20]([NH:23][C:24](=O)[CH3:25])=[C:19]([NH:27][CH2:28][C:29]2[CH:34]=[CH:33][C:32]([O:35][CH2:36][C:37]3[CH:42]=[CH:41][CH:40]=[CH:39][CH:38]=3)=[CH:31][CH:30]=2)[CH:18]=1.C(OCC)(=O)C, predict the reaction product. The product is: [CH2:36]([O:35][C:32]1[CH:33]=[CH:34][C:29]([CH2:28][N:27]2[C:19]3[CH:18]=[C:17]([C:16](=[O:43])[NH:15][CH2:14][C:9]4[CH:10]=[CH:11][CH:12]=[CH:13][N:8]=4)[CH:22]=[CH:21][C:20]=3[N:23]=[C:24]2[CH3:25])=[CH:30][CH:31]=1)[C:37]1[CH:42]=[CH:41][CH:40]=[CH:39][CH:38]=1. (2) Given the reactants Cl.[NH:2]1[CH2:7][CH2:6][CH2:5][C@@H:4]([NH:8][C:9]([C:11]2[C:15]3[N:16]=[CH:17][N:18]=[C:19]([C:20]4[C:28]5[O:27][CH2:26][O:25][C:24]=5[CH:23]=[CH:22][C:21]=4[O:29][CH2:30][CH:31]4[CH2:33][CH2:32]4)[C:14]=3[NH:13][CH:12]=2)=[O:10])[CH2:3]1.[C:34](Cl)(=[O:36])[CH3:35], predict the reaction product. The product is: [C:34]([N:2]1[CH2:7][CH2:6][CH2:5][C@@H:4]([NH:8][C:9]([C:11]2[C:15]3[N:16]=[CH:17][N:18]=[C:19]([C:20]4[C:28]5[O:27][CH2:26][O:25][C:24]=5[CH:23]=[CH:22][C:21]=4[O:29][CH2:30][CH:31]4[CH2:32][CH2:33]4)[C:14]=3[NH:13][CH:12]=2)=[O:10])[CH2:3]1)(=[O:36])[CH3:35]. (3) Given the reactants [C:1]([OH:10])(=[O:9])[C@@H:2]([C@H:4]([C:6]([OH:8])=[O:7])[OH:5])[OH:3].[CH3:11][N:12]([CH2:19][CH2:20][O:21][C:22]1[CH:35]=[CH:34][C:25]([CH2:26][CH:27]2[S:31][C:30](=[O:32])[NH:29][C:28]2=[O:33])=[CH:24][CH:23]=1)[C:13]1[CH:18]=[CH:17][CH:16]=[CH:15][N:14]=1, predict the reaction product. The product is: [C:6]([C@@H:4]([C@H:2]([C:1]([OH:10])=[O:9])[OH:3])[OH:5])([OH:8])=[O:7].[CH3:11][N:12]([CH2:19][CH2:20][O:21][C:22]1[CH:35]=[CH:34][C:25]([CH2:26][CH:27]2[S:31][C:30](=[O:32])[NH:29][C:28]2=[O:33])=[CH:24][CH:23]=1)[C:13]1[CH:18]=[CH:17][CH:16]=[CH:15][N:14]=1. (4) Given the reactants [Br:1][C:2]1[C:3]([N:12]2[CH2:17][CH2:16][N:15]([CH2:18][C:19]3[N:20]=[C:21]([CH3:24])[S:22][CH:23]=3)[CH2:14][CH2:13]2)=[C:4]([N+:9]([O-])=O)[C:5]([NH2:8])=[N:6][CH:7]=1.CCO.[N:28]1([CH2:33][C:34]2[CH:41]=[CH:40][C:37]([CH:38]=O)=[CH:36][CH:35]=2)[CH:32]=[CH:31][CH:30]=[N:29]1.[O-]S(S([O-])=O)=O.[Na+].[Na+], predict the reaction product. The product is: [N:28]1([CH2:33][C:34]2[CH:41]=[CH:40][C:37]([C:38]3[NH:8][C:5]4=[N:6][CH:7]=[C:2]([Br:1])[C:3]([N:12]5[CH2:17][CH2:16][N:15]([CH2:18][C:19]6[N:20]=[C:21]([CH3:24])[S:22][CH:23]=6)[CH2:14][CH2:13]5)=[C:4]4[N:9]=3)=[CH:36][CH:35]=2)[CH:32]=[CH:31][CH:30]=[N:29]1. (5) Given the reactants [CH2:1]([O:3][C:4]([C:6]1[CH:7]([C:18]([F:21])([F:20])[F:19])[O:8][C:9]2[C:14]([CH:15]=1)=[CH:13][C:12]([Cl:16])=[CH:11][C:10]=2I)=[O:5])[CH3:2].[C:22]([C:24]1[CH:29]=[CH:28][C:27]([CH3:30])=[CH:26][CH:25]=1)#[CH:23], predict the reaction product. The product is: [CH2:1]([O:3][C:4]([C:6]1[CH:7]([C:18]([F:21])([F:20])[F:19])[O:8][C:9]2[C:14]([CH:15]=1)=[CH:13][C:12]([Cl:16])=[CH:11][C:10]=2[C:23]#[C:22][C:24]1[CH:29]=[CH:28][C:27]([CH3:30])=[CH:26][CH:25]=1)=[O:5])[CH3:2]. (6) Given the reactants [C:1]([C:4]1[N:9]=[C:8]([C:10]2[CH:15]=[CH:14][C:13]([C@H:16]3[CH2:21][CH2:20][C@H:19]([CH2:22][C:23](O)=[O:24])[CH2:18][CH2:17]3)=[CH:12][CH:11]=2)[C:7]([CH3:26])=[N:6][C:5]=1[CH3:27])(=[O:3])[NH2:2].CN1CCOCC1.ClC(OCC)=O.[BH4-].[Na+], predict the reaction product. The product is: [OH:24][CH2:23][CH2:22][C@H:19]1[CH2:18][CH2:17][C@H:16]([C:13]2[CH:14]=[CH:15][C:10]([C:8]3[N:9]=[C:4]([C:1]([NH2:2])=[O:3])[C:5]([CH3:27])=[N:6][C:7]=3[CH3:26])=[CH:11][CH:12]=2)[CH2:21][CH2:20]1. (7) Given the reactants [Br:1][C:2]1[CH:3]=[C:4]([C:12]([OH:15])([CH3:14])[CH3:13])[CH:5]=[C:6]([C:8]2([CH3:11])[CH2:10][CH2:9]2)[CH:7]=1.[CH:16]1[CH:21]=[CH:20][C:19]([CH2:22]Br)=[CH:18][CH:17]=1.[H-].[Na+], predict the reaction product. The product is: [CH2:22]([O:15][C:12]([C:4]1[CH:5]=[C:6]([C:8]2([CH3:11])[CH2:9][CH2:10]2)[CH:7]=[C:2]([Br:1])[CH:3]=1)([CH3:14])[CH3:13])[C:19]1[CH:20]=[CH:21][CH:16]=[CH:17][CH:18]=1.